Dataset: Full USPTO retrosynthesis dataset with 1.9M reactions from patents (1976-2016). Task: Predict the reactants needed to synthesize the given product. (1) Given the product [NH2:1][C:2]1[C:7]([CH:8]([OH:15])[C:9]2[CH:14]=[CH:13][CH:12]=[CH:11][CH:10]=2)=[CH:6][CH:5]=[CH:4][C:3]=1[CH2:16][C:17]([NH2:19])=[O:18], predict the reactants needed to synthesize it. The reactants are: [NH2:1][C:2]1[C:7]([C:8](=[O:15])[C:9]2[CH:14]=[CH:13][CH:12]=[CH:11][CH:10]=2)=[CH:6][CH:5]=[CH:4][C:3]=1[CH2:16][C:17]([NH2:19])=[O:18].[BH4-].[Na+]. (2) Given the product [CH3:1][O:2][C:3]1[CH:4]=[CH:5][C:6]([CH2:7][O:8][C@H:9]([C@H:11]([CH2:16][CH2:17][CH:18]([CH3:19])[CH3:20])[CH:12]=[O:13])[CH3:10])=[CH:21][CH:22]=1, predict the reactants needed to synthesize it. The reactants are: [CH3:1][O:2][C:3]1[CH:22]=[CH:21][C:6]([CH2:7][O:8][C@H:9]([C@H:11]([CH2:16][CH2:17][CH:18]([CH3:20])[CH3:19])[C:12](OC)=[O:13])[CH3:10])=[CH:5][CH:4]=1.[SiH2](CC)CC.